This data is from Experimentally validated miRNA-target interactions with 360,000+ pairs, plus equal number of negative samples. The task is: Binary Classification. Given a miRNA mature sequence and a target amino acid sequence, predict their likelihood of interaction. The miRNA is hsa-miR-4639-5p with sequence UUGCUAAGUAGGCUGAGAUUGA. The protein sequence of the target gene is MSKGPGPGGSAASSAPPAATAQVLQAQPEKPQHYTYLKEFRTEQCPLFVQHKCTQHRPYTCFHWHFVNQRRRRSIRRRDGTFNYSPDVYCTKYDEATGLCPEGDECPFLHRTTGDTERRYHLRYYKTGICIHETDSKGNCTKNGLHCAFAHGPHDLRSPVYDIRELQAMEALQNGQTTVEGSIEGQSAGAASHAMIEKILSEEPRWQETAYVLGNYKTEPCKKPPRLCRQGYACPYYHNSKDRRRSPRKHKYRSSPCPNVKHGDEWGDPGKCENGDACQYCHTRTEQQFHPEIYKSTKCN.... Result: 0 (no interaction).